Dataset: Forward reaction prediction with 1.9M reactions from USPTO patents (1976-2016). Task: Predict the product of the given reaction. (1) The product is: [CH2:14]([C:26]1[CH:27]=[CH:28][C:29]([S:32]([NH:35][C:36]2[S:37][C:38]([CH2:41][CH2:42][CH2:43][CH2:44][CH2:45][N:46]([CH3:47])[C:2]3[C:10]4[C:6](=[N:7][O:8][N:9]=4)[C:5]([N+:11]([O-:13])=[O:12])=[CH:4][CH:3]=3)=[N:39][N:40]=2)(=[O:33])=[O:34])=[CH:30][CH:31]=1)[CH2:15][CH2:16][CH2:17][CH2:18][CH2:19][CH2:20][CH2:21][CH2:22][CH2:23][CH2:24][CH3:25]. Given the reactants Cl[C:2]1[C:10]2[C:6](=[N:7][O:8][N:9]=2)[C:5]([N+:11]([O-:13])=[O:12])=[CH:4][CH:3]=1.[CH2:14]([C:26]1[CH:31]=[CH:30][C:29]([S:32]([NH:35][C:36]2[S:37][C:38]([CH2:41][CH2:42][CH2:43][CH2:44][CH2:45][NH:46][CH3:47])=[N:39][N:40]=2)(=[O:34])=[O:33])=[CH:28][CH:27]=1)[CH2:15][CH2:16][CH2:17][CH2:18][CH2:19][CH2:20][CH2:21][CH2:22][CH2:23][CH2:24][CH3:25].C([O-])(O)=O.[Na+], predict the reaction product. (2) Given the reactants C(NC(C)C)(C)C.C([Li])CCC.[CH3:13][C:14]1([CH3:23])[N:18]2[C:19](=[O:22])[CH2:20][CH2:21][C@H:17]2[CH2:16][O:15]1.[CH3:24][Si:25](Cl)([CH3:27])[CH3:26], predict the reaction product. The product is: [CH3:13][C:14]1([CH3:23])[N:18]2[C:19]([O:22][Si:25]([CH3:27])([CH3:26])[CH3:24])=[CH:20][CH2:21][C@H:17]2[CH2:16][O:15]1. (3) The product is: [CH3:28][C:9]1[CH:10]=[C:11]([CH2:14][CH2:15][C:16]([C:17]2[CH:22]=[CH:21][C:20]([S:23][CH2:24][CH2:25][CH3:26])=[CH:19][CH:18]=2)=[O:27])[CH:12]=[CH:13][C:8]=1[O:7][C:2]([CH3:6])([CH3:1])[C:3]([OH:5])=[O:4]. Given the reactants [CH3:1][C:2]([O:7][C:8]1[CH:13]=[CH:12][C:11]([CH:14]=[CH:15][C:16](=[O:27])[C:17]2[CH:22]=[CH:21][C:20]([S:23][CH2:24][CH2:25][CH3:26])=[CH:19][CH:18]=2)=[CH:10][C:9]=1[CH3:28])([CH3:6])[C:3]([OH:5])=[O:4].[I-].[Na+].Cl[Si](Cl)(Cl)Cl, predict the reaction product. (4) Given the reactants [Br:1][C:2]1[CH:7]=[C:6]([F:8])[CH:5]=[CH:4][C:3]=1[NH2:9].[CH:10](=O)/[CH:11]=[CH:12]/[CH3:13].O.[NH4+].[OH-], predict the reaction product. The product is: [Br:1][C:2]1[CH:7]=[C:6]([F:8])[CH:5]=[C:4]2[C:3]=1[N:9]=[C:12]([CH3:13])[CH:11]=[CH:10]2. (5) Given the reactants O=[C:2]1[C:10]2[CH:9]=[CH:8][CH:7]=[C:6]([C:11]([OH:13])=[O:12])[C:5]=2[CH2:4][CH2:3]1.Cl.[Cl:15][C:16]1[CH:21]=[CH:20][C:19]([NH:22]N)=[CH:18][CH:17]=1, predict the reaction product. The product is: [Cl:15][C:16]1[CH:21]=[CH:20][C:19]2[NH:22][C:2]3[C:10]4[CH:9]=[CH:8][CH:7]=[C:6]([C:11]([OH:13])=[O:12])[C:5]=4[CH2:4][C:3]=3[C:18]=2[CH:17]=1. (6) Given the reactants [NH:1]1[CH2:5][CH2:4][CH2:3][CH2:2]1.[N:6]1[CH:11]=[CH:10][CH:9]=[CH:8]C=1.C(Cl)Cl.[C:15]12([C:31](Cl)=[O:32])[CH2:24][C:19]3([C:25](Cl)=[O:26])[CH2:20][CH:21]([CH2:23][C:17]([C:28](Cl)=[O:29])([CH2:18]3)[CH2:16]1)[CH2:22]2, predict the reaction product. The product is: [N:1]1([C:31]([C:15]23[CH2:24][C:19]4([C:25]([N:1]5[CH2:5][CH2:4][CH2:3][CH2:2]5)=[O:26])[CH2:20][CH:21]([CH2:23][C:17]([C:28]([N:6]5[CH2:8][CH2:9][CH2:10][CH2:11]5)=[O:29])([CH2:18]4)[CH2:16]2)[CH2:22]3)=[O:32])[CH2:5][CH2:4][CH2:3][CH2:2]1. (7) Given the reactants Cl[CH2:2][C:3]1[N:8]=[C:7]([CH2:9][C:10]([CH3:13])([CH3:12])[CH3:11])[C:6]([C:14]2[CH:19]=[C:18]([O:20][CH3:21])[CH:17]=[CH:16][C:15]=2[F:22])=[CH:5][CH:4]=1.[OH:23][C:24]1[CH:25]=[C:26]([CH2:31][CH2:32][C:33]([O:35][CH2:36][CH3:37])=[O:34])[CH:27]=[C:28]([CH3:30])[CH:29]=1.C(=O)([O-])[O-].[Cs+].[Cs+], predict the reaction product. The product is: [CH3:11][C:10]([CH3:13])([CH3:12])[CH2:9][C:7]1[N:8]=[C:3]([CH2:2][O:23][C:24]2[CH:25]=[C:26]([CH2:31][CH2:32][C:33]([O:35][CH2:36][CH3:37])=[O:34])[CH:27]=[C:28]([CH3:30])[CH:29]=2)[CH:4]=[CH:5][C:6]=1[C:14]1[CH:19]=[C:18]([O:20][CH3:21])[CH:17]=[CH:16][C:15]=1[F:22]. (8) Given the reactants C1(C)C=CC(S(O)(=O)=O)=CC=1.[F:12][C:13]1[CH:26]=[CH:25][C:16]([C:17]([CH:19]2[CH2:24][CH2:23][NH:22][CH2:21][CH2:20]2)=[O:18])=[CH:15][CH:14]=1.C(N(CC)CC)C.[C:34]([O:38][C:39](O[C:39]([O:38][C:34]([CH3:37])([CH3:36])[CH3:35])=[O:40])=[O:40])([CH3:37])([CH3:36])[CH3:35], predict the reaction product. The product is: [F:12][C:13]1[CH:14]=[CH:15][C:16]([C:17]([CH:19]2[CH2:24][CH2:23][N:22]([C:39]([O:38][C:34]([CH3:37])([CH3:36])[CH3:35])=[O:40])[CH2:21][CH2:20]2)=[O:18])=[CH:25][CH:26]=1. (9) Given the reactants [C:1]([O:5][C:6]([N:8]1[CH2:20][C@@H:19]([CH3:21])[N:18]2[C@H:10]([CH2:11][C:12]3[C:17]2=[N:16][C:15](Br)=[CH:14][CH:13]=3)[CH2:9]1)=[O:7])([CH3:4])([CH3:3])[CH3:2].[F:23][C:24]([F:29])([F:28])C([O-])=O.[Na+].C(OCC)(=O)C.O, predict the reaction product. The product is: [C:1]([O:5][C:6]([N:8]1[CH2:20][C@@H:19]([CH3:21])[N:18]2[C@H:10]([CH2:11][C:12]3[C:17]2=[N:16][C:15]([C:24]([F:29])([F:28])[F:23])=[CH:14][CH:13]=3)[CH2:9]1)=[O:7])([CH3:4])([CH3:3])[CH3:2]. (10) Given the reactants [CH2:1]([N:3]1[C:7]2=[N:8][C:9]([CH2:32][CH3:33])=[C:10]([CH2:19][NH:20][C:21]([C:23]3[N:28]=[C:27]([C:29](O)=[O:30])[CH:26]=[CH:25][CH:24]=3)=[O:22])[C:11]([NH:12][CH:13]3[CH2:18][CH2:17][O:16][CH2:15][CH2:14]3)=[C:6]2[CH:5]=[N:4]1)[CH3:2].CN(C(ON1N=NC2C=CC=CC1=2)=[N+](C)C)C.F[P-](F)(F)(F)(F)F.[Br:58][C:59]1[CH:60]=[C:61]([CH2:66][NH2:67])[CH:62]=[CH:63][C:64]=1[CH3:65], predict the reaction product. The product is: [Br:58][C:59]1[CH:60]=[C:61]([CH2:66][NH:67][C:29]([C:27]2[CH:26]=[CH:25][CH:24]=[C:23]([C:21]([NH:20][CH2:19][C:10]3[C:11]([NH:12][CH:13]4[CH2:18][CH2:17][O:16][CH2:15][CH2:14]4)=[C:6]4[CH:5]=[N:4][N:3]([CH2:1][CH3:2])[C:7]4=[N:8][C:9]=3[CH2:32][CH3:33])=[O:22])[N:28]=2)=[O:30])[CH:62]=[CH:63][C:64]=1[CH3:65].